Dataset: Reaction yield outcomes from USPTO patents with 853,638 reactions. Task: Predict the reaction yield, written as a fraction of the theoretical maximum amount of product (1.0 means a 100% yield; for example, 0.34 means a 34% yield). (1) The reactants are C([N:8]1[CH:12]=[C:11]([CH2:13][CH2:14][CH2:15][CH2:16][O:17][C:18]2[CH:19]=[C:20]([CH:30]=[CH:31][CH:32]=2)[O:21][C:22]([CH3:29])([CH3:28])[C:23]([O:25][CH2:26][CH3:27])=[O:24])[C:10]([O:33][CH2:34][CH3:35])=[N:9]1)C1C=CC=CC=1.C(O)C. The catalyst is [C].[Pd].C(O)=O. The product is [CH2:34]([O:33][C:10]1[C:11]([CH2:13][CH2:14][CH2:15][CH2:16][O:17][C:18]2[CH:19]=[C:20]([CH:30]=[CH:31][CH:32]=2)[O:21][C:22]([CH3:28])([CH3:29])[C:23]([O:25][CH2:26][CH3:27])=[O:24])=[CH:12][NH:8][N:9]=1)[CH3:35]. The yield is 0.930. (2) The reactants are CC(OC(/N=N/C(OC(C)C)=O)=O)C.[N:15]1([CH2:20][C:21]([N:23]2[CH2:27][C@H:26]([OH:28])[CH2:25][C@H:24]2[C:29]([NH:31][C:32]2[CH:37]=[CH:36][C:35]([O:38][C:39]3[CH:44]=[CH:43][C:42]([F:45])=[CH:41][CH:40]=3)=[CH:34][CH:33]=2)=[O:30])=[O:22])[CH:19]=[N:18][CH:17]=[N:16]1.[C:46]1(O)[CH:51]=[CH:50][CH:49]=[CH:48][CH:47]=1.C1(P(C2C=CC=CC=2)C2C=CC=CC=2)C=CC=CC=1. The catalyst is C1COCC1. The product is [N:15]1([CH2:20][C:21]([N:23]2[CH2:27][C@H:26]([O:28][C:46]3[CH:51]=[CH:50][CH:49]=[CH:48][CH:47]=3)[CH2:25][C@H:24]2[C:29]([NH:31][C:32]2[CH:33]=[CH:34][C:35]([O:38][C:39]3[CH:40]=[CH:41][C:42]([F:45])=[CH:43][CH:44]=3)=[CH:36][CH:37]=2)=[O:30])=[O:22])[CH:19]=[N:18][CH:17]=[N:16]1. The yield is 0.0500.